Dataset: Full USPTO retrosynthesis dataset with 1.9M reactions from patents (1976-2016). Task: Predict the reactants needed to synthesize the given product. Given the product [CH3:1][C:2]1[N:3]=[CH:4][N:5]([C:7]2[CH:8]=[CH:9][C:10]([NH:13][C:14]3[S:15][C:26]4[CH2:27][CH2:28][CH2:29][CH:24]([C:20]5[CH:21]=[CH:22][CH:23]=[CH:18][CH:19]=5)[C:25]=4[N:16]=3)=[CH:11][CH:12]=2)[CH:6]=1, predict the reactants needed to synthesize it. The reactants are: [CH3:1][C:2]1[N:3]=[CH:4][N:5]([C:7]2[CH:12]=[CH:11][C:10]([NH:13][C:14]([NH2:16])=[S:15])=[CH:9][CH:8]=2)[CH:6]=1.Br[CH:18]1[CH2:23][CH2:22][CH2:21][CH:20]([C:24]2[CH:29]=[CH:28][CH:27]=[CH:26][CH:25]=2)[C:19]1=O.